This data is from Full USPTO retrosynthesis dataset with 1.9M reactions from patents (1976-2016). The task is: Predict the reactants needed to synthesize the given product. (1) Given the product [F:1][C:2]1[CH:7]=[C:6]([CH:8]([CH3:19])[C:9]([OH:11])=[O:10])[CH:5]=[CH:4][C:3]=1[C:20]1[CH:25]=[CH:24][C:23]([NH:26][C:27](=[O:67])[CH2:28][O:29][C:30]2[CH:35]=[CH:34][C:33]([C:36](=[O:66])[C:37]3[CH:42]=[CH:41][C:40]([O:43][CH2:44][C:45](=[O:65])[NH:46][CH2:47][CH2:48][NH:49][C:50](=[O:64])[CH2:51][CH2:52][CH2:53][CH2:54][C@@H:55]4[C@H:62]5[C@H:58]([NH:59][C:60](=[O:63])[NH:61]5)[CH2:57][S:56]4)=[CH:39][CH:38]=3)=[CH:32][CH:31]=2)=[CH:22][CH:21]=1, predict the reactants needed to synthesize it. The reactants are: [F:1][C:2]1[CH:7]=[C:6]([CH:8]([CH3:19])[C:9]([O:11]CC2C=CC=CC=2)=[O:10])[CH:5]=[CH:4][C:3]=1[C:20]1[CH:25]=[CH:24][C:23]([NH:26][C:27](=[O:67])[CH2:28][O:29][C:30]2[CH:35]=[CH:34][C:33]([C:36](=[O:66])[C:37]3[CH:42]=[CH:41][C:40]([O:43][CH2:44][C:45](=[O:65])[NH:46][CH2:47][CH2:48][NH:49][C:50](=[O:64])[CH2:51][CH2:52][CH2:53][CH2:54][CH:55]4[CH:62]5[CH:58]([NH:59][C:60](=[O:63])[NH:61]5)[CH2:57][S:56]4)=[CH:39][CH:38]=3)=[CH:32][CH:31]=2)=[CH:22][CH:21]=1. (2) Given the product [C:1]([O:5][C:6]([N:8]1[CH2:15][C:14](=[O:16])[CH2:13][C@H:9]1[C:10]([N:35]1[CH2:36][CH2:37][C:33]([F:38])([F:32])[CH2:34]1)=[O:12])=[O:7])([CH3:2])([CH3:3])[CH3:4], predict the reactants needed to synthesize it. The reactants are: [C:1]([O:5][C:6]([N:8]1[CH2:15][C:14](=[O:16])[CH2:13][C@H:9]1[C:10]([OH:12])=O)=[O:7])([CH3:4])([CH3:3])[CH3:2].C1C=CC2N(O)N=NC=2C=1.C(Cl)CCl.Cl.[F:32][C:33]1([F:38])[CH2:37][CH2:36][NH:35][CH2:34]1.C(=O)(O)[O-].[Na+]. (3) Given the product [C:40]([C:34]1[N:33]=[CH:32][C:31]([C:11]2[N:10]([C:8]([N:5]3[CH2:4][CH2:3][CH:2]([NH:1][C:51]([NH:50][C:44]4[CH:49]=[CH:48][CH:47]=[CH:46][CH:45]=4)=[O:52])[CH2:7][CH2:6]3)=[O:9])[C@@:14]([C:16]3[CH:21]=[CH:20][C:19]([Cl:22])=[CH:18][CH:17]=3)([CH3:15])[C@@:13]([C:24]3[CH:29]=[CH:28][C:27]([Cl:30])=[CH:26][CH:25]=3)([CH3:23])[N:12]=2)=[C:36]([O:37][CH2:38][CH3:39])[CH:35]=1)([CH3:42])([CH3:41])[CH3:43], predict the reactants needed to synthesize it. The reactants are: [NH2:1][CH:2]1[CH2:7][CH2:6][N:5]([C:8]([N:10]2[C@@:14]([C:16]3[CH:21]=[CH:20][C:19]([Cl:22])=[CH:18][CH:17]=3)([CH3:15])[C@@:13]([C:24]3[CH:29]=[CH:28][C:27]([Cl:30])=[CH:26][CH:25]=3)([CH3:23])[N:12]=[C:11]2[C:31]2[CH:32]=[N:33][C:34]([C:40]([CH3:43])([CH3:42])[CH3:41])=[CH:35][C:36]=2[O:37][CH2:38][CH3:39])=[O:9])[CH2:4][CH2:3]1.[C:44]1([N:50]=[C:51]=[O:52])[CH:49]=[CH:48][CH:47]=[CH:46][CH:45]=1. (4) Given the product [C:13]([C:12]1[CH:16]=[CH:17][CH:18]=[CH:19][C:11]=1[NH:10][C:7]([C:4]1[CH:5]=[CH:6][N:1]=[N:2][CH:3]=1)=[O:9])(=[O:14])[NH2:15], predict the reactants needed to synthesize it. The reactants are: [N:1]1[CH:6]=[CH:5][C:4]([C:7]([OH:9])=O)=[CH:3][N:2]=1.[NH2:10][C:11]1[CH:19]=[CH:18][CH:17]=[CH:16][C:12]=1[C:13]([NH2:15])=[O:14].CN(C(ON1N=NC2C=CC=CC1=2)=[N+](C)C)C.F[P-](F)(F)(F)(F)F.CCN(C(C)C)C(C)C. (5) Given the product [O:12]=[C:5]1[O:4][C:2](=[O:3])[C:1]2[CH:11]=[CH:10][CH:9]=[CH:8][C:7]=2[N:6]1[CH2:14][C:15]([O:17][CH2:18][CH3:19])=[O:16], predict the reactants needed to synthesize it. The reactants are: [C:1]12[C:7](=[CH:8][CH:9]=[CH:10][CH:11]=1)[NH:6][C:5](=[O:12])[O:4][C:2]2=[O:3].Br[CH2:14][C:15]([O:17][CH2:18][CH3:19])=[O:16].C(=O)([O-])[O-].[K+].[K+].[I-].[K+].